This data is from Reaction yield outcomes from USPTO patents with 853,638 reactions. The task is: Predict the reaction yield, written as a fraction of the theoretical maximum amount of product (1.0 means a 100% yield; for example, 0.34 means a 34% yield). (1) The reactants are [CH3:1][N:2]([CH3:12])[S:3]([N:6]1[CH:10]=[CH:9][N:8]=[C:7]1[CH3:11])(=[O:5])=[O:4].[Li]CCCC.[O:18]1[CH2:20][CH2:19]1. The catalyst is O1CCCC1. The product is [OH:18][CH2:19][CH2:20][C:9]1[N:8]=[C:7]([CH3:11])[N:6]([S:3]([N:2]([CH3:12])[CH3:1])(=[O:4])=[O:5])[CH:10]=1. The yield is 0.430. (2) The reactants are [CH3:1][C:2]1[C:6]([CH:7]=O)=[CH:5][N:4]([C:9]2[CH:14]=[CH:13][N:12]=[C:11]3[N:15]([CH2:18][O:19][CH2:20][CH2:21][Si:22]([CH3:25])([CH3:24])[CH3:23])[CH:16]=[CH:17][C:10]=23)[N:3]=1.C(Cl)Cl.C(O)(=O)C.C(O[BH-](OC(=O)C)OC(=O)C)(=O)C.[Na+].[NH2:47][C:48]1[CH:53]=[CH:52][CH:51]=[CH:50][CH:49]=1. No catalyst specified. The product is [CH3:1][C:2]1[C:6]([CH2:7][NH:47][C:48]2[CH:53]=[CH:52][CH:51]=[CH:50][CH:49]=2)=[CH:5][N:4]([C:9]2[CH:14]=[CH:13][N:12]=[C:11]3[N:15]([CH2:18][O:19][CH2:20][CH2:21][Si:22]([CH3:25])([CH3:24])[CH3:23])[CH:16]=[CH:17][C:10]=23)[N:3]=1. The yield is 0.700. (3) The reactants are [C:1]([O:5][C:6]([N:8]1[CH2:12][CH2:11][CH2:10][CH:9]1[C:13]1[NH:17][C:16]2[CH:18]=[C:19](Br)[CH:20]=[CH:21][C:15]=2[N:14]=1)=[O:7])([CH3:4])([CH3:3])[CH3:2].[C:23]([Si:25]([CH3:28])([CH3:27])[CH3:26])#[CH:24].C(N(CC)CC)C. The catalyst is CN(C=O)C.C(OCC)(=O)C.C1C=CC([P]([Pd]([P](C2C=CC=CC=2)(C2C=CC=CC=2)C2C=CC=CC=2)([P](C2C=CC=CC=2)(C2C=CC=CC=2)C2C=CC=CC=2)[P](C2C=CC=CC=2)(C2C=CC=CC=2)C2C=CC=CC=2)(C2C=CC=CC=2)C2C=CC=CC=2)=CC=1.[Cu]I. The product is [C:1]([O:5][C:6]([N:8]1[CH2:12][CH2:11][CH2:10][CH:9]1[C:13]1[NH:17][C:16]2[CH:18]=[C:19]([C:24]#[C:23][Si:25]([CH3:28])([CH3:27])[CH3:26])[CH:20]=[CH:21][C:15]=2[N:14]=1)=[O:7])([CH3:4])([CH3:3])[CH3:2]. The yield is 0.620. (4) The reactants are [CH:1]([C:3]1([C:9]([O:11][CH2:12][CH3:13])=[O:10])[CH2:8][CH2:7][NH:6][CH2:5][CH2:4]1)=[CH2:2].[CH3:14][S:15](Cl)(=[O:17])=[O:16]. The catalyst is C(Cl)Cl. The product is [CH3:14][S:15]([N:6]1[CH2:5][CH2:4][C:3]([CH:1]=[CH2:2])([C:9]([O:11][CH2:12][CH3:13])=[O:10])[CH2:8][CH2:7]1)(=[O:17])=[O:16]. The yield is 0.980. (5) The reactants are [C:1]([O:5][C:6]([NH:8][C@@H:9]([CH2:15]I)[CH2:10][C:11]([O:13][CH3:14])=[O:12])=[O:7])([CH3:4])([CH3:3])[CH3:2].I[C:18]1[CH:19]=[C:20]([CH:22]=[CH:23][C:24]=1[CH3:25])[NH2:21].C1(C)C=CC=CC=1P(C1C=CC=CC=1C)C1C=CC=CC=1C. The catalyst is [Zn]. The product is [NH2:21][C:20]1[CH:19]=[CH:18][C:24]([CH3:25])=[C:23]([CH2:15][C@H:9]([NH:8][C:6]([O:5][C:1]([CH3:4])([CH3:3])[CH3:2])=[O:7])[CH2:10][C:11]([O:13][CH3:14])=[O:12])[CH:22]=1. The yield is 0.650.